This data is from Reaction yield outcomes from USPTO patents with 853,638 reactions. The task is: Predict the reaction yield, written as a fraction of the theoretical maximum amount of product (1.0 means a 100% yield; for example, 0.34 means a 34% yield). (1) The reactants are COC(=O)[NH:4][CH:5]1[CH2:10][CH2:9][CH2:8][CH:7]([N:11]2[C:20]3[CH:19]=[CH:18][CH:17]=[C:16]([Cl:21])[C:15]=3[C:14]3=[N:22][O:23][C:24]([CH3:25])=[C:13]3[C:12]2=[O:26])[CH2:6]1.C[Si]([I:32])(C)C.CO. The catalyst is ClCCl. The product is [IH:32].[NH2:4][CH:5]1[CH2:10][CH2:9][CH2:8][CH:7]([N:11]2[C:20]3[CH:19]=[CH:18][CH:17]=[C:16]([Cl:21])[C:15]=3[C:14]3=[N:22][O:23][C:24]([CH3:25])=[C:13]3[C:12]2=[O:26])[CH2:6]1. The yield is 1.00. (2) The product is [CH2:1]([O:3][C:4](=[O:18])[CH2:5][CH2:6][CH2:7][C:9]1[CH:14]=[CH:13][C:12]([O:15][CH3:16])=[CH:11][C:10]=1[Br:17])[CH3:2]. The yield is 0.880. The reactants are [CH2:1]([O:3][C:4](=[O:18])[CH2:5][CH2:6][C:7]([C:9]1[CH:14]=[CH:13][C:12]([O:15][CH3:16])=[CH:11][C:10]=1[Br:17])=O)[CH3:2].FC(F)(F)C(O)=O.C([SiH](CC)CC)C.C(=O)(O)[O-].[Na+]. The catalyst is O. (3) The reactants are [Cl:1][C:2]1[C:7]([C:8]2([F:12])[CH2:11][O:10][CH2:9]2)=[CH:6][N:5]=[C:4]([C:13]#[N:14])[CH:3]=1.Cl.[NH2:16][OH:17].C(N(CC)CC)C. The catalyst is C(O)C. The product is [Cl:1][C:2]1[C:7]([C:8]2([F:12])[CH2:11][O:10][CH2:9]2)=[CH:6][N:5]=[C:4]([C:13](=[N:16][OH:17])[NH2:14])[CH:3]=1. The yield is 0.840. (4) The reactants are [ClH:1].[CH2:2]([O:9][C:10]1[C:11]([NH:17][C:18]2[S:19][CH:20]=[C:21]([CH3:23])[N:22]=2)=[N:12][CH:13]=[C:14](Br)[CH:15]=1)[C:3]1[CH:8]=[CH:7][CH:6]=[CH:5][CH:4]=1.[Li]C.C([Li])CCC.FC([I:35])(F)F. No catalyst specified. The product is [ClH:1].[CH2:2]([O:9][C:10]1[C:11]([NH:17][C:18]2[S:19][CH:20]=[C:21]([CH3:23])[N:22]=2)=[N:12][CH:13]=[C:14]([I:35])[CH:15]=1)[C:3]1[CH:8]=[CH:7][CH:6]=[CH:5][CH:4]=1. The yield is 0.370.